From a dataset of Catalyst prediction with 721,799 reactions and 888 catalyst types from USPTO. Predict which catalyst facilitates the given reaction. (1) Reactant: Br[C:2]1[CH:7]=[CH:6][C:5]([CH2:8][N:9]2[CH2:14][CH2:13][N:12]([C:15]([O:17][C:18]([CH3:21])([CH3:20])[CH3:19])=[O:16])[CH2:11][CH2:10]2)=[C:4]([F:22])[CH:3]=1.[CH3:23][C:24]1[CH:29]=[C:28](B(O)O)[CH:27]=[CH:26][N:25]=1.C(=O)([O-])[O-].[K+].[K+].O1CCOCC1. Product: [F:22][C:4]1[CH:3]=[C:2]([C:28]2[CH:27]=[CH:26][N:25]=[C:24]([CH3:23])[CH:29]=2)[CH:7]=[CH:6][C:5]=1[CH2:8][N:9]1[CH2:14][CH2:13][N:12]([C:15]([O:17][C:18]([CH3:21])([CH3:20])[CH3:19])=[O:16])[CH2:11][CH2:10]1. The catalyst class is: 103. (2) Reactant: [CH3:1][CH:2]([CH3:19])[CH2:3][C@@H:4]([B:6]1[O:10][C@@H:9]2[CH2:11][C@@H:12]3[CH2:15][C@H:14]([C@:8]2([CH3:18])[O:7]1)[C:13]3([CH3:17])[CH3:16])[NH3+:5].F[B-](F)(F)F.N1(OC(N(C)C)=[N+](C)C)C2C=CC=CC=2N=N1.[C:42]([O:46][C:47]([NH:49][C@H:50]([C:58](O)=[O:59])[CH2:51][C:52]1[CH:57]=[CH:56][CH:55]=[CH:54][CH:53]=1)=[O:48])([CH3:45])([CH3:44])[CH3:43].C(N(CC)C(C)C)(C)C. Product: [CH3:1][CH:2]([CH3:19])[CH2:3][C@@H:4]([NH:5][C:58](=[O:59])[CH:50]([NH:49][C:47](=[O:48])[O:46][C:42]([CH3:43])([CH3:44])[CH3:45])[CH2:51][C:52]1[CH:57]=[CH:56][CH:55]=[CH:54][CH:53]=1)[B:6]1[O:10][C@H:9]2[CH2:11][C@@H:12]3[CH2:15][C@H:14]([C@:8]2([CH3:18])[O:7]1)[C:13]3([CH3:17])[CH3:16]. The catalyst class is: 145. (3) Reactant: C(OC([N:8]1[CH:13]2[CH2:14][CH2:15][CH:9]1[CH2:10][C:11]([C:17]1[C:22]([Cl:23])=[CH:21][N:20]=[CH:19][N:18]=1)([OH:16])[CH2:12]2)=O)(C)(C)C. Product: [ClH:23].[Cl:23][C:22]1[C:17]([C:11]2([OH:16])[CH2:12][CH:13]3[NH:8][CH:9]([CH2:15][CH2:14]3)[CH2:10]2)=[N:18][CH:19]=[N:20][CH:21]=1. The catalyst class is: 89. (4) Reactant: [NH2:1][C:2]1[CH:3]=[C:4]([N:8]2[C:12]3=[N:13][CH:14]=[N:15][C:16]([NH2:17])=[C:11]3[CH:10]=[N:9]2)[CH:5]=[CH:6][CH:7]=1.[S:18]1[CH:22]=[CH:21][CH:20]=[C:19]1[S:23](Cl)(=[O:25])=[O:24].C(N(C(C)C)CC)(C)C.CN(C=O)C. Product: [NH2:17][C:16]1[N:15]=[CH:14][N:13]=[C:12]2[N:8]([C:4]3[CH:3]=[C:2]([NH:1][S:23]([C:19]4[S:18][CH:22]=[CH:21][CH:20]=4)(=[O:25])=[O:24])[CH:7]=[CH:6][CH:5]=3)[N:9]=[CH:10][C:11]=12. The catalyst class is: 5. (5) Reactant: [OH-].[Li+].[F:3][C:4]1[CH:5]=[C:6]([CH:11]2[CH2:16][N:15]([C:17]([O:19][C:20]([CH3:23])([CH3:22])[CH3:21])=[O:18])[CH:14]([CH:24]3[CH2:29][CH2:28][O:27][CH2:26][CH2:25]3)[C:13](=[O:30])[N:12]2[CH2:31][C:32]([O:34]C)=[O:33])[CH:7]=[C:8]([F:10])[CH:9]=1. Product: [C:20]([O:19][C:17]([N:15]1[CH2:16][CH:11]([C:6]2[CH:5]=[C:4]([F:3])[CH:9]=[C:8]([F:10])[CH:7]=2)[N:12]([CH2:31][C:32]([OH:34])=[O:33])[C:13](=[O:30])[CH:14]1[CH:24]1[CH2:25][CH2:26][O:27][CH2:28][CH2:29]1)=[O:18])([CH3:23])([CH3:21])[CH3:22]. The catalyst class is: 20.